Dataset: Forward reaction prediction with 1.9M reactions from USPTO patents (1976-2016). Task: Predict the product of the given reaction. (1) Given the reactants CO.[O-2].[Ba+2].O.[NH2:6][NH2:7].C(=O)[C:9]1[CH:14]=[CH:13][CH:12]=[CH:11][CH:10]=1.CCO[CH2:19][CH3:20], predict the reaction product. The product is: [C:9]1([C:19](=[N:6][NH2:7])[CH3:20])[CH:14]=[CH:13][CH:12]=[CH:11][CH:10]=1. (2) Given the reactants [Cl:1][C:2]1[N:3]=[C:4]([C:18]2[CH:23]=[CH:22][C:21]([N+:24]([O-])=O)=[CH:20][CH:19]=2)[C:5]2[CH2:10][N:9](C(OC(C)(C)C)=O)[CH2:8][C:6]=2[N:7]=1.Cl.[CH:28]12[O:35][CH:32]([CH2:33][CH2:34]1)[CH2:31][NH:30][CH2:29]2.[CH2:36]([N:38]=[C:39]=[O:40])[CH3:37], predict the reaction product. The product is: [ClH:1].[CH:32]12[O:35][CH:28]([CH2:34][CH2:33]1)[CH2:29][N:30]([C:2]1[N:3]=[C:4]([C:18]3[CH:19]=[CH:20][C:21]([NH:24][C:39]([NH:38][CH2:36][CH3:37])=[O:40])=[CH:22][CH:23]=3)[C:5]3[CH2:10][NH:9][CH2:8][C:6]=3[N:7]=1)[CH2:31]2. (3) Given the reactants CN(C(ON1N=N[C:11]2C=CC=N[C:10]1=2)=[N+](C)C)C.F[P-](F)(F)(F)(F)F.[C:25]([CH2:28][CH2:29][NH:30][C:31]([C:33]1[N:38]=[CH:37][C:36]([C:39]2[CH:47]=[C:46]([Cl:48])[CH:45]=[CH:44][C:40]=2[C:41]([OH:43])=O)=[CH:35][CH:34]=1)=[O:32])([OH:27])=[O:26].CCN(C(C)C)C(C)C.[Cl:58][C:59]1[CH:64]=[CH:63][C:62]([C:65]2[CH:70]=[CH:69][C:68]([NH2:71])=[CH:67][CH:66]=2)=[CH:61][CH:60]=1, predict the reaction product. The product is: [Cl:48][C:46]1[CH:45]=[CH:44][C:40]([C:41](=[O:43])[NH:71][C:68]2[CH:69]=[CH:70][C:65]([C:62]3[CH:61]=[CH:60][C:59]([Cl:58])=[CH:64][CH:63]=3)=[CH:66][CH:67]=2)=[C:39]([C:36]2[CH:35]=[CH:34][C:33]([C:31]([NH:30][CH2:29][CH2:28][C:25]([O:27][CH2:10][CH3:11])=[O:26])=[O:32])=[N:38][CH:37]=2)[CH:47]=1. (4) Given the reactants [Cl:1]C1C=C(C2(C(F)(F)F)ON=C(C3C=CC(Cl)=C(NN)C=3)C2)C=C(Cl)C=1.C([N:29]([CH2:32][CH3:33])[CH2:30][CH3:31])C.[O:34]1CC[CH2:36][CH2:35]1, predict the reaction product. The product is: [ClH:1].[C:35]([Cl:1])(=[O:34])[C:36]1[CH:31]=[CH:30][N:29]=[CH:32][CH:33]=1. (5) Given the reactants [CH2:1]([NH:3][C:4]([NH:6][C:7]1[CH:12]=[C:11]([C:13]2[CH:14]=[N:15][CH:16]=[C:17]([F:19])[CH:18]=2)[CH:10]=[CH:9][N:8]=1)=[O:5])[CH3:2].[Br:20]NC(=O)CCC(N)=O, predict the reaction product. The product is: [Br:20][C:10]1[C:11]([C:13]2[CH:14]=[N:15][CH:16]=[C:17]([F:19])[CH:18]=2)=[CH:12][C:7]([NH:6][C:4]([NH:3][CH2:1][CH3:2])=[O:5])=[N:8][CH:9]=1. (6) Given the reactants C([O:5][C:6](=[O:27])[CH:7]=[CH:8][C:9]1[CH:14]=[CH:13][C:12]([CH:15]=[CH:16][C:17]([C:19]2[CH:24]=[CH:23][C:22]([F:25])=[C:21]([F:26])[CH:20]=2)=[O:18])=[CH:11][CH:10]=1)(C)(C)C.FC(F)(F)C(O)=O, predict the reaction product. The product is: [F:26][C:21]1[CH:20]=[C:19]([C:17](=[O:18])[CH:16]=[CH:15][C:12]2[CH:13]=[CH:14][C:9]([CH:8]=[CH:7][C:6]([OH:27])=[O:5])=[CH:10][CH:11]=2)[CH:24]=[CH:23][C:22]=1[F:25]. (7) Given the reactants [O:1]=[C:2]1[N:6]([C:7]2[CH:8]=[CH:9][C:10]3[C:16](=[O:17])[CH2:15][CH2:14][CH2:13][CH2:12][C:11]=3[CH:18]=2)[CH2:5][C@H:4]([CH2:19][NH:20][C:21](=[O:23])[CH3:22])[O:3]1.[Li+].C[Si]([N-][Si](C)(C)C)(C)C.[O:34]1[C:38]([C:39](Cl)=[O:40])=[CH:37][CH:36]=[N:35]1, predict the reaction product. The product is: [O:34]1[C:38]([C:39]([CH:15]2[CH2:14][CH2:13][CH2:12][C:11]3[CH:18]=[C:7]([N:6]4[CH2:5][C@H:4]([CH2:19][NH:20][C:21](=[O:23])[CH3:22])[O:3][C:2]4=[O:1])[CH:8]=[CH:9][C:10]=3[C:16]2=[O:17])=[O:40])=[CH:37][CH:36]=[N:35]1. (8) Given the reactants [CH3:1][N:2]([CH3:31])[CH:3]([CH2:29][CH3:30])[CH:4]([C:10]1[CH:28]=[CH:27][C:13]2[N:14]=[C:15]([C:17]3[CH:26]=[CH:25][C:20]([C:21]([O:23]C)=[O:22])=[CH:19][CH:18]=3)[S:16][C:12]=2[CH:11]=1)[N:5]1[CH:9]=[CH:8][N:7]=[CH:6]1.[Li+].[OH-], predict the reaction product. The product is: [CH3:1][N:2]([CH3:31])[CH:3]([CH2:29][CH3:30])[CH:4]([C:10]1[CH:28]=[CH:27][C:13]2[N:14]=[C:15]([C:17]3[CH:26]=[CH:25][C:20]([C:21]([OH:23])=[O:22])=[CH:19][CH:18]=3)[S:16][C:12]=2[CH:11]=1)[N:5]1[CH:9]=[CH:8][N:7]=[CH:6]1.